Dataset: Reaction yield outcomes from USPTO patents with 853,638 reactions. Task: Predict the reaction yield, written as a fraction of the theoretical maximum amount of product (1.0 means a 100% yield; for example, 0.34 means a 34% yield). (1) The reactants are [F:1][C:2]([F:26])([F:25])[O:3][C:4]1[CH:9]=[CH:8][C:7]([N:10]2[C:18]3[CH:17]=[CH:16][C:15]4[CH:19]=[C:20]([CH:23]=O)[CH:21]=[CH:22][C:14]=4[C:13]=3[CH:12]=[N:11]2)=[CH:6][CH:5]=1.[CH3:27][C:28]1[CH:33]=[CH:32][CH:31]=[C:30]([CH3:34])[C:29]=1[NH:35][C:36]([NH:38][NH2:39])=[S:37].C(O)(=O)C. The catalyst is C(O)C. The product is [CH3:34][C:30]1[CH:31]=[CH:32][CH:33]=[C:28]([CH3:27])[C:29]=1[NH:35][C:36]([NH:38]/[N:39]=[CH:23]/[C:20]1[CH:21]=[CH:22][C:14]2[C:13]3[CH:12]=[N:11][N:10]([C:7]4[CH:8]=[CH:9][C:4]([O:3][C:2]([F:1])([F:26])[F:25])=[CH:5][CH:6]=4)[C:18]=3[CH:17]=[CH:16][C:15]=2[CH:19]=1)=[S:37]. The yield is 0.420. (2) The reactants are C([Li])CCC.C[CH2:7][CH2:8][CH2:9][CH2:10][CH3:11].[C:12](#[N:14])[CH3:13].[Cl-].[NH4+:16].[O:17]1[CH2:21]CCC1. No catalyst specified. The product is [OH:17][CH:21]([C:9]1[CH:8]=[CH:7][N:16]=[CH:11][CH:10]=1)[CH2:13][C:12]#[N:14]. The yield is 0.635. (3) The reactants are [CH:1]1([C:4]2[C:5]([NH:24][S:25]([CH3:28])(=[O:27])=[O:26])=[CH:6][C:7]3[O:11][C:10]([C:12]4[CH:17]=[CH:16][C:15]([F:18])=[CH:14][CH:13]=4)=[C:9]([C:19]([NH:21][CH3:22])=[O:20])[C:8]=3[CH:23]=2)[CH2:3][CH2:2]1.[CH2:29]([O:36][C:37]1[CH:42]=[CH:41][C:40](B(O)O)=[CH:39][CH:38]=1)[C:30]1[CH:35]=[CH:34][CH:33]=[CH:32][CH:31]=1.C(N(CC)CC)C. The catalyst is C(Cl)Cl.C([O-])(=O)C.[Cu+2].C([O-])(=O)C. The product is [CH2:29]([O:36][C:37]1[CH:42]=[CH:41][C:40]([N:24]([C:5]2[C:4]([CH:1]3[CH2:3][CH2:2]3)=[CH:23][C:8]3[C:9]([C:19]([NH:21][CH3:22])=[O:20])=[C:10]([C:12]4[CH:17]=[CH:16][C:15]([F:18])=[CH:14][CH:13]=4)[O:11][C:7]=3[CH:6]=2)[S:25]([CH3:28])(=[O:27])=[O:26])=[CH:39][CH:38]=1)[C:30]1[CH:35]=[CH:34][CH:33]=[CH:32][CH:31]=1. The yield is 0.560. (4) The reactants are B(O)(O)[C:2]1[CH:10]=[CH:9][CH:8]=[C:7]2[C:3]=1[CH:4]=[CH:5][NH:6]2.I[C:14]1[C:22]2[C:17](=[N:18][CH:19]=[N:20][C:21]=2[NH2:23])[N:16]([CH:24]([CH3:26])[CH3:25])[N:15]=1.C([O-])([O-])=O.[Na+].[Na+]. The catalyst is CCO.COCCOC.C1C=CC([P]([Pd]([P](C2C=CC=CC=2)(C2C=CC=CC=2)C2C=CC=CC=2)([P](C2C=CC=CC=2)(C2C=CC=CC=2)C2C=CC=CC=2)[P](C2C=CC=CC=2)(C2C=CC=CC=2)C2C=CC=CC=2)(C2C=CC=CC=2)C2C=CC=CC=2)=CC=1. The product is [NH:6]1[C:7]2[C:3](=[C:2]([C:14]3[C:22]4[C:17](=[N:18][CH:19]=[N:20][C:21]=4[NH2:23])[N:16]([CH:24]([CH3:26])[CH3:25])[N:15]=3)[CH:10]=[CH:9][CH:8]=2)[CH:4]=[CH:5]1. The yield is 0.500. (5) The reactants are [N:1]1([CH:17]2[CH2:22][CH2:21][NH:20][CH2:19][CH2:18]2)[CH2:6][CH2:5][CH:4]([N:7]2[C@@H:11]3[CH2:12][CH2:13][CH2:14][CH2:15][C@H:10]3[NH:9][C:8]2=[O:16])[CH2:3][CH2:2]1.[CH:23]1([C:28](O)=[O:29])[CH2:27][CH2:26][CH2:25][CH2:24]1.CN(C(ON1N=NC2C=CC=NC1=2)=[N+](C)C)C.F[P-](F)(F)(F)(F)F.C(N(C(C)C)CC)(C)C. The catalyst is CN(C=O)C. The product is [CH:23]1([C:28]([N:20]2[CH2:21][CH2:22][CH:17]([N:1]3[CH2:2][CH2:3][CH:4]([N:7]4[C@@H:11]5[CH2:12][CH2:13][CH2:14][CH2:15][C@H:10]5[NH:9][C:8]4=[O:16])[CH2:5][CH2:6]3)[CH2:18][CH2:19]2)=[O:29])[CH2:27][CH2:26][CH2:25][CH2:24]1. The yield is 0.630. (6) The reactants are [CH3:1][O:2][C:3]1[CH:4]=[C:5]([NH2:15])[CH:6]=[CH:7][C:8]=1[N:9]1[CH:13]=[C:12]([CH3:14])[N:11]=[CH:10]1.[Cl:16][C:17]1[N:22]=[C:21](Cl)[N:20]=[CH:19][N:18]=1. No catalyst specified. The product is [Cl:16][C:17]1[N:22]=[CH:21][N:20]=[C:19]([NH:15][C:5]2[CH:6]=[CH:7][C:8]([N:9]3[CH:13]=[C:12]([CH3:14])[N:11]=[CH:10]3)=[C:3]([O:2][CH3:1])[CH:4]=2)[N:18]=1. The yield is 0.500. (7) The reactants are Cl[CH2:2][C:3]([NH:5][C:6]1[S:7][C:8]2[CH:14]=[C:13]([O:15][C:16]3[CH:17]=[CH:18][C:19]([CH3:36])=[C:20]([NH:22][C:23](=[O:35])[C:24]4[CH:29]=[CH:28][CH:27]=[C:26]([C:30]5([C:33]#[N:34])[CH2:32][CH2:31]5)[CH:25]=4)[CH:21]=3)[CH:12]=[CH:11][C:9]=2[N:10]=1)=[O:4].C(N(CC)CC)C.[CH3:44][N:45]1[CH2:50][CH2:49][NH:48][CH2:47][CH2:46]1. The catalyst is O1CCCC1.C(OCC)(=O)C. The product is [C:33]([C:30]1([C:26]2[CH:25]=[C:24]([CH:29]=[CH:28][CH:27]=2)[C:23]([NH:22][C:20]2[CH:21]=[C:16]([O:15][C:13]3[CH:12]=[CH:11][C:9]4[N:10]=[C:6]([NH:5][C:3](=[O:4])[CH2:2][N:48]5[CH2:49][CH2:50][N:45]([CH3:44])[CH2:46][CH2:47]5)[S:7][C:8]=4[CH:14]=3)[CH:17]=[CH:18][C:19]=2[CH3:36])=[O:35])[CH2:32][CH2:31]1)#[N:34]. The yield is 0.360. (8) The reactants are [I:1][C:2]1[CH:3]=[C:4]2[C:8](=[CH:9][CH:10]=1)[NH:7][N:6]=[C:5]2[C:11]([N:13]([O:15][CH3:16])[CH3:14])=[O:12].[O:17]1[CH:22]=[CH:21][CH2:20][CH2:19][CH2:18]1.C([O-])(O)=O.[Na+]. The catalyst is C(Cl)Cl.CC1C=CC(S([O-])(=O)=O)=CC=1.C1C=C[NH+]=CC=1. The product is [I:1][C:2]1[CH:3]=[C:4]2[C:8](=[CH:9][CH:10]=1)[N:7]([CH:18]1[CH2:19][CH2:20][CH2:21][CH2:22][O:17]1)[N:6]=[C:5]2[C:11]([N:13]([O:15][CH3:16])[CH3:14])=[O:12]. The yield is 0.920.